From a dataset of Forward reaction prediction with 1.9M reactions from USPTO patents (1976-2016). Predict the product of the given reaction. Given the reactants Br[C:2]1[CH:3]=[C:4]2[C:9](=[CH:10][C:11]=1[O:12][CH3:13])[O:8][C:7](=[O:14])[C:6]([C:15]1[CH:20]=[CH:19][C:18]([C:21]([F:24])([F:23])[F:22])=[CH:17][CH:16]=1)=[C:5]2[CH2:25][C:26]1[CH:31]=[CH:30][C:29]([O:32][C:33](=[O:38])[C:34]([CH3:37])([CH3:36])[CH3:35])=[CH:28][CH:27]=1.[C:39]([O-])([O-])=O.[K+].[K+].CB1OB(C)OB(C)O1, predict the reaction product. The product is: [CH3:13][O:12][C:11]1[CH:10]=[C:9]2[C:4]([C:5]([CH2:25][C:26]3[CH:31]=[CH:30][C:29]([O:32][C:33](=[O:38])[C:34]([CH3:37])([CH3:36])[CH3:35])=[CH:28][CH:27]=3)=[C:6]([C:15]3[CH:20]=[CH:19][C:18]([C:21]([F:24])([F:23])[F:22])=[CH:17][CH:16]=3)[C:7](=[O:14])[O:8]2)=[CH:3][C:2]=1[CH3:39].